The task is: Predict the product of the given reaction.. This data is from Forward reaction prediction with 1.9M reactions from USPTO patents (1976-2016). (1) The product is: [CH2:1]([N:3]1[CH2:7][CH2:6][CH2:5][C@@H:4]1[C:8]([NH:10][CH2:11][C:12]1[CH:17]=[C:16]([F:18])[CH:15]=[CH:14][C:13]=1[S:19]([NH:22][C:23]1[C:32]([C:33]([OH:35])=[O:34])=[C:31]2[C:26]([CH:27]3[CH2:37][CH:28]3[CH2:29][O:30]2)=[CH:25][CH:24]=1)(=[O:20])=[O:21])=[O:9])[CH3:2]. Given the reactants [CH2:1]([N:3]1[CH2:7][CH2:6][CH2:5][C@@H:4]1[C:8]([NH:10][CH2:11][C:12]1[CH:17]=[C:16]([F:18])[CH:15]=[CH:14][C:13]=1[S:19]([NH:22][C:23]1[C:32]([C:33]([O:35]C)=[O:34])=[C:31]2[C:26]([CH:27]3[CH2:37][CH:28]3[CH2:29][O:30]2)=[CH:25][CH:24]=1)(=[O:21])=[O:20])=[O:9])[CH3:2].O.[OH-].[Li+].O, predict the reaction product. (2) The product is: [O:31]=[S:28]1(=[O:32])[CH2:29][CH2:30][N:25]([CH2:24][CH2:23][N:4]2[CH2:5][CH2:6][N:1]([C:7]3[N:12]=[CH:11][N:10]=[C:9]([NH:13][C:14]4[S:15][C:16]([C:19]#[N:20])=[CH:17][N:18]=4)[CH:8]=3)[CH2:2][CH2:3]2)[CH2:26][CH2:27]1. Given the reactants [N:1]1([C:7]2[N:12]=[CH:11][N:10]=[C:9]([NH:13][C:14]3[S:15][C:16]([C:19]#[N:20])=[CH:17][N:18]=3)[CH:8]=2)[CH2:6][CH2:5][NH:4][CH2:3][CH2:2]1.[Cl-].Cl[CH2:23][CH2:24][NH+:25]1[CH2:30][CH2:29][S:28](=[O:32])(=[O:31])[CH2:27][CH2:26]1.CCN(C(C)C)C(C)C, predict the reaction product. (3) Given the reactants [C:1](Cl)(=[O:3])[CH3:2].[NH:5]1[CH2:10][CH2:9][CH:8]([CH2:11][CH2:12][CH2:13][CH2:14][NH:15][C:16]([N:18]2[CH2:26][C:25]3[C:20](=[CH:21][CH:22]=[CH:23][CH:24]=3)[CH2:19]2)=[O:17])[CH2:7][CH2:6]1.[NH2:27][C:28]1C=C2[C:34](=[CH:35][CH:36]=1)CN(C([NH:27][C:28]1C=C[C:34](C(=O)NCCC)=[CH:35][CH:36]=1)=O)C2, predict the reaction product. The product is: [N:27]1[CH:28]=[CH:36][CH:35]=[CH:34][C:2]=1[C:1]([N:5]1[CH2:6][CH2:7][CH:8]([CH2:11][CH2:12][CH2:13][CH2:14][NH:15][C:16]([N:18]2[CH2:26][C:25]3[C:20](=[CH:21][CH:22]=[CH:23][CH:24]=3)[CH2:19]2)=[O:17])[CH2:9][CH2:10]1)=[O:3]. (4) Given the reactants CO[CH:3](OC)[CH2:4][NH:5][CH3:6].[CH2:9]([C:16]1[C:17]([N:24]2[CH2:29][CH2:28][N:27]([C:30]([O:32][C:33]([CH3:36])([CH3:35])[CH3:34])=[O:31])[CH2:26][CH2:25]2)=[N:18][NH:19][C:20]=1[C:21]([OH:23])=O)[C:10]1[CH:15]=[CH:14][CH:13]=[CH:12][CH:11]=1.ON1C2C=CC=CC=2N=N1.Cl.C(N=C=NCCCN(C)C)C.Cl.C(=O)([O-])O.[Na+].C(OC(OC(C)(C)C)=O)(OC(C)(C)C)=O, predict the reaction product. The product is: [CH2:9]([C:16]1[C:17]([N:24]2[CH2:29][CH2:28][N:27]([C:30]([O:32][C:33]([CH3:36])([CH3:34])[CH3:35])=[O:31])[CH2:26][CH2:25]2)=[N:18][N:19]2[CH:3]=[CH:4][N:5]([CH3:6])[C:21](=[O:23])[C:20]=12)[C:10]1[CH:11]=[CH:12][CH:13]=[CH:14][CH:15]=1.